This data is from Reaction yield outcomes from USPTO patents with 853,638 reactions. The task is: Predict the reaction yield, written as a fraction of the theoretical maximum amount of product (1.0 means a 100% yield; for example, 0.34 means a 34% yield). (1) The reactants are [Cl:1][C:2]1[CH:7]=[C:6]([Cl:8])[CH:5]=[CH:4][C:3]=1[C:9]1[N:10]([C:24]2[CH:29]=[CH:28][C:27]([OH:30])=[CH:26][CH:25]=2)[C:11]([CH3:23])=[C:12]([C:14]([NH:16][N:17]2[CH2:22][CH2:21][CH2:20][CH2:19][CH2:18]2)=[O:15])[N:13]=1.C(N(CC)CC)C.[CH3:38][C:39]([CH3:47])([CH3:46])[CH2:40][CH2:41][S:42](Cl)(=[O:44])=[O:43].O. The catalyst is ClCCl. The product is [CH3:38][C:39]([CH3:47])([CH3:46])[CH2:40][CH2:41][S:42]([O:30][C:27]1[CH:26]=[CH:25][C:24]([N:10]2[C:11]([CH3:23])=[C:12]([C:14]([NH:16][N:17]3[CH2:22][CH2:21][CH2:20][CH2:19][CH2:18]3)=[O:15])[N:13]=[C:9]2[C:3]2[CH:4]=[CH:5][C:6]([Cl:8])=[CH:7][C:2]=2[Cl:1])=[CH:29][CH:28]=1)(=[O:44])=[O:43]. The yield is 0.690. (2) The reactants are [C:1]([NH:5][S:6]([C:9]1[CH:14]=[CH:13][C:12]([C:15]2[N:19]([CH2:20][CH:21]3[CH2:26][CH2:25][CH2:24][CH2:23][CH2:22]3)[N:18]=[C:17]([C:27]([NH:29][CH2:30][CH2:31][C:32]([CH3:38])([CH3:37])[C:33]([O:35]C)=[O:34])=[O:28])[C:16]=2[F:39])=[CH:11][C:10]=1[C:40]([F:43])([F:42])[F:41])(=[O:8])=[O:7])([CH3:4])([CH3:3])[CH3:2].[OH-].[K+]. The catalyst is CO.O. The product is [C:1]([NH:5][S:6]([C:9]1[CH:14]=[CH:13][C:12]([C:15]2[N:19]([CH2:20][CH:21]3[CH2:26][CH2:25][CH2:24][CH2:23][CH2:22]3)[N:18]=[C:17]([C:27]([NH:29][CH2:30][CH2:31][C:32]([CH3:37])([CH3:38])[C:33]([OH:35])=[O:34])=[O:28])[C:16]=2[F:39])=[CH:11][C:10]=1[C:40]([F:41])([F:42])[F:43])(=[O:8])=[O:7])([CH3:2])([CH3:3])[CH3:4]. The yield is 0.390. (3) The reactants are [OH:1][CH2:2][C:3]([CH3:8])([CH3:7])[C:4]([OH:6])=[O:5].[C:9](Cl)(=[O:11])[CH3:10]. No catalyst specified. The product is [C:9]([O:1][CH2:2][C:3]([CH3:8])([CH3:7])[C:4]([OH:6])=[O:5])(=[O:11])[CH3:10]. The yield is 0.810. (4) The reactants are [C:1]1([CH2:6][C@H:7]([NH:13][C:14](=[O:20])[O:15][C:16]([CH3:19])([CH3:18])[CH3:17])[C:8](=[O:12])[C:9]([CH3:11])=[CH2:10])[CH2:5][CH2:4][CH2:3][CH:2]=1.[OH2:21]. The catalyst is CN(C=O)C. The product is [C:1]1([CH2:6][C@H:7]([NH:13][C:14](=[O:20])[O:15][C:16]([CH3:19])([CH3:18])[CH3:17])[C:8]([C@@:9]2([CH3:11])[CH2:10][O:21]2)=[O:12])[CH2:5][CH2:4][CH2:3][CH:2]=1. The yield is 0.530. (5) The reactants are [F:1][C:2]1[C:10]([F:11])=[CH:9][C:8]([I:12])=[CH:7][C:3]=1[C:4]([OH:6])=O.C(N1[CH:24]=[CH:23]N=C1)(N1C=CN=C1)=O.C(O[Si](C)(C)CCC)(=O)[CH2:26][C:27]([O-:29])=[O:28].C1CCN2C(=NCCC2)CC1.[N-]1C=CN=C1.Cl. The catalyst is O1CCCC1. The product is [F:1][C:2]1[C:10]([F:11])=[CH:9][C:8]([I:12])=[CH:7][C:3]=1[C:4](=[O:6])[CH2:26][C:27]([O:29][CH2:23][CH3:24])=[O:28]. The yield is 0.650. (6) The reactants are F[C:2]1[N:7]=[C:6]([C:8]2[C:16]3[C:11](=[CH:12][N:13]=[C:14]([C:17]4[CH:18]=[N:19][N:20]([CH3:22])[CH:21]=4)[CH:15]=3)[N:10](C3CCCCO3)[N:9]=2)[CH:5]=[CH:4][CH:3]=1.[NH:29]1[CH2:34][CH2:33][CH2:32][C@@H:31]([NH:35]C(=O)OC(C)(C)C)[CH2:30]1. No catalyst specified. The product is [CH3:22][N:20]1[CH:21]=[C:17]([C:14]2[CH:15]=[C:16]3[C:8]([C:6]4[N:7]=[C:2]([N:29]5[CH2:34][CH2:33][CH2:32][C@@H:31]([NH2:35])[CH2:30]5)[CH:3]=[CH:4][CH:5]=4)=[N:9][NH:10][C:11]3=[CH:12][N:13]=2)[CH:18]=[N:19]1. The yield is 0.595.